Predict the product of the given reaction. From a dataset of Forward reaction prediction with 1.9M reactions from USPTO patents (1976-2016). Given the reactants [F:1][C:2]1[CH:3]=[CH:4][C:5]([O:32]C)=[C:6]([C:8]2([CH2:11][C:12]([C:28]([F:31])([F:30])[F:29])([OH:27])[CH2:13][NH:14][C:15]3[CH:24]=[CH:23][CH:22]=[C:21]4[C:16]=3[CH:17]=[CH:18][C:19]([CH2:25][OH:26])=[N:20]4)[CH2:10][CH2:9]2)[CH:7]=1.B(Br)(Br)Br, predict the reaction product. The product is: [F:1][C:2]1[CH:3]=[CH:4][C:5]([OH:32])=[C:6]([C:8]2([CH2:11][C:12]([C:28]([F:29])([F:30])[F:31])([OH:27])[CH2:13][NH:14][C:15]3[CH:24]=[CH:23][CH:22]=[C:21]4[C:16]=3[CH:17]=[CH:18][C:19]([CH2:25][OH:26])=[N:20]4)[CH2:10][CH2:9]2)[CH:7]=1.